Dataset: Forward reaction prediction with 1.9M reactions from USPTO patents (1976-2016). Task: Predict the product of the given reaction. (1) Given the reactants Cl[C:2]1[C:11]([CH:12]=[O:13])=[CH:10][C:9]2[C:4](=[C:5]([Cl:14])[CH:6]=[CH:7][CH:8]=2)[N:3]=1.[CH3:15][O:16][C:17]1[CH:22]=[N:21][CH:20]=[C:19]([Sn](CCCC)(CCCC)CCCC)[N:18]=1, predict the reaction product. The product is: [Cl:14][C:5]1[CH:6]=[CH:7][CH:8]=[C:9]2[C:4]=1[N:3]=[C:2]([C:19]1[CH:20]=[N:21][CH:22]=[C:17]([O:16][CH3:15])[N:18]=1)[C:11]([CH:12]=[O:13])=[CH:10]2. (2) Given the reactants [Cl:1][C:2]1[CH:3]=[CH:4][C:5]([S:9][CH3:10])=[C:6]([NH2:8])[CH:7]=1.[F:11][C:12]1[CH:17]=[C:16]([F:18])[CH:15]=[CH:14][C:13]=1[S:19](Cl)(=[O:21])=[O:20], predict the reaction product. The product is: [Cl:1][C:2]1[CH:3]=[CH:4][C:5]([S:9][CH3:10])=[C:6]([NH:8][S:19]([C:13]2[CH:14]=[CH:15][C:16]([F:18])=[CH:17][C:12]=2[F:11])(=[O:21])=[O:20])[CH:7]=1.